Dataset: Peptide-MHC class I binding affinity with 185,985 pairs from IEDB/IMGT. Task: Regression. Given a peptide amino acid sequence and an MHC pseudo amino acid sequence, predict their binding affinity value. This is MHC class I binding data. (1) The peptide sequence is LSLGDLDTI. The MHC is H-2-Kb with pseudo-sequence H-2-Kb. The binding affinity (normalized) is 0.128. (2) The peptide sequence is AEILSGRVI. The MHC is HLA-B08:02 with pseudo-sequence HLA-B08:02. The binding affinity (normalized) is 0.0847. (3) The peptide sequence is FPISHLYIL. The MHC is HLA-B54:01 with pseudo-sequence HLA-B54:01. The binding affinity (normalized) is 0.692. (4) The peptide sequence is FYIQMCTEL. The MHC is H-2-Kb with pseudo-sequence H-2-Kb. The binding affinity (normalized) is 0.170. (5) The peptide sequence is MAIHRSLTK. The MHC is HLA-B40:01 with pseudo-sequence HLA-B40:01. The binding affinity (normalized) is 0.213.